This data is from Reaction yield outcomes from USPTO patents with 853,638 reactions. The task is: Predict the reaction yield, written as a fraction of the theoretical maximum amount of product (1.0 means a 100% yield; for example, 0.34 means a 34% yield). (1) The reactants are [Br:1][C:2]1[CH:14]=[CH:13][C:12]2[C:11]3[C:6](=[CH:7][CH:8]=[CH:9][CH:10]=3)[CH2:5][C:4]=2[CH:3]=1.S(=O)(=O)(O)O.O.O.[I:22](O)(=O)(=O)=O.S([O-])(O)=O.[Na+]. The catalyst is O.C(O)(=O)C. The product is [Br:1][C:2]1[CH:14]=[CH:13][C:12]2[C:11]3[C:6](=[CH:7][C:8]([I:22])=[CH:9][CH:10]=3)[CH2:5][C:4]=2[CH:3]=1. The yield is 0.749. (2) The reactants are [N+:1]([C:4]1[CH:9]=[CH:8][C:7]([C:10]2([C:15]([OH:17])=[O:16])[CH2:14][CH2:13][CH2:12][CH2:11]2)=[CH:6][CH:5]=1)([O-])=O.[Na].Cl.C(=O)([O-])[O-].[K+].[K+].[CH3:26][O:27][CH2:28][C:29](Cl)=[O:30]. The catalyst is O.[Ni](Cl)Cl.O1CCCC1.CO. The product is [CH3:26][O:27][CH2:28][C:29]([NH:1][C:4]1[CH:9]=[CH:8][C:7]([C:10]2([C:15]([OH:17])=[O:16])[CH2:14][CH2:13][CH2:12][CH2:11]2)=[CH:6][CH:5]=1)=[O:30]. The yield is 0.916. (3) The reactants are C([O:4][C:5]1[CH:6]=[CH:7][C:8]2[CH:12]=[C:11]([CH3:13])[S:10][C:9]=2[CH:14]=1)(=O)C.[C:15](Cl)(=[O:19])C(Cl)=O.[Al+3].[Cl-].[Cl-].[Cl-].[CH:25]1([NH2:28])[CH2:27][CH2:26]1. No catalyst specified. The product is [CH:25]1([NH:28][C:15]([C:12]2[C:8]3[CH:7]=[CH:6][C:5]([OH:4])=[CH:14][C:9]=3[S:10][C:11]=2[CH3:13])=[O:19])[CH2:27][CH2:26]1. The yield is 0.780.